From a dataset of Full USPTO retrosynthesis dataset with 1.9M reactions from patents (1976-2016). Predict the reactants needed to synthesize the given product. (1) Given the product [N:33]1([C:32]2[C:27]3[N:26]=[N:25][N:24]([CH:22]4[CH2:23][N:20]([C:18]([O:17][C:13]([CH3:16])([CH3:14])[CH3:15])=[O:19])[CH2:21]4)[C:28]=3[N:29]=[C:30]([C:39]3[CH:40]=[CH:41][C:42]([NH:45][C:5](=[O:11])[NH:46][C:47]4[CH:52]=[CH:51][N:50]=[CH:49][CH:48]=4)=[CH:43][CH:44]=3)[N:31]=2)[CH2:34][CH2:35][O:36][CH2:37][CH2:38]1, predict the reactants needed to synthesize it. The reactants are: ClC(Cl)(O[C:5](=[O:11])OC(Cl)(Cl)Cl)Cl.[C:13]([O:17][C:18]([N:20]1[CH2:23][CH:22]([N:24]2[C:28]3[N:29]=[C:30]([C:39]4[CH:44]=[CH:43][C:42]([NH2:45])=[CH:41][CH:40]=4)[N:31]=[C:32]([N:33]4[CH2:38][CH2:37][O:36][CH2:35][CH2:34]4)[C:27]=3[N:26]=[N:25]2)[CH2:21]1)=[O:19])([CH3:16])([CH3:15])[CH3:14].[NH2:46][C:47]1[CH:52]=[CH:51][N:50]=[CH:49][CH:48]=1.CCN(CC)CC. (2) Given the product [Cl:29][C:28]1[C:20]([Cl:19])=[CH:21][C:22]2[N:9]([CH2:39][C:38]3[CH:41]=[CH:42][CH:43]=[C:36]([F:35])[CH:37]=3)[C:24]([CH2:30][C:31]([F:32])([F:33])[F:34])=[N:25][C:26]=2[CH:27]=1, predict the reactants needed to synthesize it. The reactants are: [H-].[Na+].ClC1C2N=C(CC(F)(F)F)[N:9](Cl)C=2C=CC=1.[Cl:19][C:20]1[CH:21]=[C:22]2[C:26](=[CH:27][C:28]=1[Cl:29])[NH:25][C:24]([CH2:30][C:31]([F:34])([F:33])[F:32])=C2.[F:35][C:36]1[CH:37]=[C:38]([CH:41]=[CH:42][CH:43]=1)[CH2:39]Br.[NH4+].[Cl-]. (3) Given the product [CH:1]([O:4][C:5]([N:7]1[CH:12]([CH2:13][CH3:14])[CH2:11][CH:10]([NH:25][CH2:18][C:19]2[CH:24]=[CH:23][CH:22]=[CH:21][CH:20]=2)[CH2:9][CH:8]1[CH2:16][CH3:17])=[O:6])([CH3:3])[CH3:2], predict the reactants needed to synthesize it. The reactants are: [CH:1]([O:4][C:5]([N:7]1[CH:12]([CH2:13][CH3:14])[CH2:11][C:10](=O)[CH2:9][CH:8]1[CH2:16][CH3:17])=[O:6])([CH3:3])[CH3:2].[CH2:18]([NH2:25])[C:19]1[CH:24]=[CH:23][CH:22]=[CH:21][CH:20]=1.[BH4-].[Na+].